This data is from Reaction yield outcomes from USPTO patents with 853,638 reactions. The task is: Predict the reaction yield, written as a fraction of the theoretical maximum amount of product (1.0 means a 100% yield; for example, 0.34 means a 34% yield). (1) The reactants are [Cl:1][C:2]1[CH:10]=[CH:9][C:8]2[NH:7][C:6]3[CH2:11][CH2:12][N:13]([CH3:15])[CH2:14][C:5]=3[C:4]=2[CH:3]=1.[OH-].[K+].[CH2:18]([C:21]1[CH:26]=[CH:25][C:24]([CH:27]=[CH2:28])=[CH:23][N:22]=1)[CH2:19][CH3:20]. The catalyst is CN1CCCC1=O.O. The product is [Cl:1][C:2]1[CH:10]=[CH:9][C:8]2[N:7]([CH2:28][CH2:27][C:24]3[CH:23]=[N:22][C:21]([CH2:18][CH2:19][CH3:20])=[CH:26][CH:25]=3)[C:6]3[CH2:11][CH2:12][N:13]([CH3:15])[CH2:14][C:5]=3[C:4]=2[CH:3]=1. The yield is 0.0960. (2) The reactants are [CH3:1][C:2]1[C:17]([CH2:18][CH2:19][CH3:20])=[CH:16][C:5]([NH:6][CH2:7][CH2:8][CH2:9][C:10]2[CH:15]=[CH:14][CH:13]=[CH:12][CH:11]=2)=[C:4]([N+:21]([O-])=O)[CH:3]=1.N#N. The catalyst is [Ni].CCO. The product is [CH3:1][C:2]1[CH:3]=[C:4]([NH2:21])[C:5]([NH:6][CH2:7][CH2:8][CH2:9][C:10]2[CH:15]=[CH:14][CH:13]=[CH:12][CH:11]=2)=[CH:16][C:17]=1[CH2:18][CH2:19][CH3:20]. The yield is 0.710. (3) The yield is 0.855. The product is [OH2:19].[Cl:2][C:3]1[CH:4]=[C:5]([CH:39]=[CH:40][C:41]=1[Cl:42])[CH2:6][C@@H:7]([N:21]([CH3:38])[C:22](=[O:37])[C:23]1[CH:28]=[C:27]([C:29]([F:30])([F:31])[F:32])[CH:26]=[C:25]([C:33]([F:34])([F:35])[F:36])[CH:24]=1)/[CH:8]=[CH:9]/[C:10](=[O:20])[NH:11][C@@H:12]1[CH2:18][CH2:17][CH2:16][CH2:15][NH:14][C:13]1=[O:19].[Cl:2][C:3]1[CH:4]=[C:5]([CH:39]=[CH:40][C:41]=1[Cl:42])[CH2:6][C@@H:7]([N:21]([CH3:38])[C:22](=[O:37])[C:23]1[CH:28]=[C:27]([C:29]([F:30])([F:31])[F:32])[CH:26]=[C:25]([C:33]([F:34])([F:35])[F:36])[CH:24]=1)/[CH:8]=[CH:9]/[C:10](=[O:20])[NH:11][C@@H:12]1[CH2:18][CH2:17][CH2:16][CH2:15][NH:14][C:13]1=[O:19]. The reactants are O.[Cl:2][C:3]1[CH:4]=[C:5]([CH:39]=[CH:40][C:41]=1[Cl:42])[CH2:6][C@@H:7]([N:21]([CH3:38])[C:22](=[O:37])[C:23]1[CH:28]=[C:27]([C:29]([F:32])([F:31])[F:30])[CH:26]=[C:25]([C:33]([F:36])([F:35])[F:34])[CH:24]=1)/[CH:8]=[CH:9]/[C:10](=[O:20])[NH:11][C@@H:12]1[CH2:18][CH2:17][CH2:16][CH2:15][NH:14][C:13]1=[O:19]. The catalyst is CO. (4) The reactants are [CH2:1]([O:8][C@H:9]1[C@H:15]([O:16][CH2:17][C:18]2[CH:23]=[CH:22][CH:21]=[CH:20][CH:19]=2)[C@@H:14]([O:24][CH2:25][C:26]2[CH:31]=[CH:30][CH:29]=[CH:28][CH:27]=2)[C@:13]2([C:33]3[CH:38]=[CH:37][C:36]([Cl:39])=[C:35]([CH2:40][C:41]4[CH:46]=[CH:45][C:44]([O:47][CH2:48][CH3:49])=[CH:43][CH:42]=4)[CH:34]=3)[O:32][C@@:10]1([CH2:50]O)[CH2:11][O:12]2)[C:2]1[CH:7]=[CH:6][CH:5]=[CH:4][CH:3]=1.C(N(S(F)(F)[F:58])CC)C. The catalyst is ClCCl. The product is [CH2:1]([O:8][C@H:9]1[C@H:15]([O:16][CH2:17][C:18]2[CH:23]=[CH:22][CH:21]=[CH:20][CH:19]=2)[C@@H:14]([O:24][CH2:25][C:26]2[CH:31]=[CH:30][CH:29]=[CH:28][CH:27]=2)[C@:13]2([C:33]3[CH:38]=[CH:37][C:36]([Cl:39])=[C:35]([CH2:40][C:41]4[CH:46]=[CH:45][C:44]([O:47][CH2:48][CH3:49])=[CH:43][CH:42]=4)[CH:34]=3)[O:32][C@@:10]1([CH2:50][F:58])[CH2:11][O:12]2)[C:2]1[CH:7]=[CH:6][CH:5]=[CH:4][CH:3]=1. The yield is 0.0700. (5) The reactants are [NH2:1][C:2]1[S:3][C:4]([CH2:7][CH2:8]O)=[CH:5][N:6]=1.O=S(Cl)[Cl:12]. The catalyst is C(Cl)(Cl)Cl. The product is [Cl:12][CH2:8][CH2:7][C:4]1[S:3][C:2]([NH2:1])=[N:6][CH:5]=1. The yield is 0.895. (6) The reactants are [C:1]([O:5][C:6]([N:8]1[CH2:13][CH2:12][CH:11]([CH2:14][O:15]S(C2C=CC(C)=CC=2)(=O)=O)[CH2:10][CH2:9]1)=[O:7])([CH3:4])([CH3:3])[CH3:2].O[C:27]1[CH:37]=[CH:36][C:30]([C:31]([O:33][CH2:34][CH3:35])=[O:32])=[CH:29][C:28]=1[O:38][CH3:39].C(=O)([O-])[O-].[K+].[K+]. The catalyst is CN(C=O)C. The product is [C:1]([O:5][C:6]([N:8]1[CH2:9][CH2:10][CH:11]([CH2:14][O:15][C:27]2[CH:37]=[CH:36][C:30]([C:31]([O:33][CH2:34][CH3:35])=[O:32])=[CH:29][C:28]=2[O:38][CH3:39])[CH2:12][CH2:13]1)=[O:7])([CH3:2])([CH3:3])[CH3:4]. The yield is 0.890. (7) The reactants are Cl.C(N=C=NCCCN(C)C)C.[C:13]1([CH2:19][O:20][C:21]([NH:23][C:24]2([C:30]([OH:32])=O)[CH2:29][CH2:28][CH2:27][CH2:26][CH2:25]2)=[O:22])[CH:18]=[CH:17][CH:16]=[CH:15][CH:14]=1.ON1C2C=CC=CC=2N=N1.[NH2:43][C@H:44]([CH2:48][OH:49])[CH:45]([CH3:47])[CH3:46]. The catalyst is C(Cl)Cl. The product is [C:13]1([CH2:19][O:20][C:21]([NH:23][C:24]2([C:30]([NH:43][C@H:44]([CH2:48][OH:49])[CH:45]([CH3:47])[CH3:46])=[O:32])[CH2:25][CH2:26][CH2:27][CH2:28][CH2:29]2)=[O:22])[CH:14]=[CH:15][CH:16]=[CH:17][CH:18]=1. The yield is 0.910.